From a dataset of Peptide-MHC class I binding affinity with 185,985 pairs from IEDB/IMGT. Regression. Given a peptide amino acid sequence and an MHC pseudo amino acid sequence, predict their binding affinity value. This is MHC class I binding data. The peptide sequence is YGPDVEVNV. The MHC is HLA-A02:11 with pseudo-sequence HLA-A02:11. The binding affinity (normalized) is 1.00.